Task: Predict the product of the given reaction.. Dataset: Forward reaction prediction with 1.9M reactions from USPTO patents (1976-2016) (1) Given the reactants [CH:1]([C:3]1[CH:4]=[C:5]2[C:10](=[CH:11][CH:12]=1)[N:9]=[CH:8][C:7]([C:13]#[N:14])=[C:6]2[CH3:15])=O.COC1C=CC(/C=[C:31]2/[C:32]([NH:34][C:35]([S:37]/2)=[NH:36])=[O:33])=CC=1OC1CCCC1.C([O-])(=O)C.[Na+], predict the reaction product. The product is: [NH2:36][C:35]1[S:37]/[C:31](=[CH:1]\[C:3]2[CH:4]=[C:5]3[C:10](=[CH:11][CH:12]=2)[N:9]=[CH:8][C:7]([C:13]#[N:14])=[C:6]3[CH3:15])/[C:32](=[O:33])[N:34]=1. (2) The product is: [C:7]([CH:2]([SH:1])[C:3]([OH:5])=[O:4])([C:8]1[CH:13]=[CH:12][CH:11]=[CH:10][CH:9]=1)([C:20]1[CH:21]=[CH:22][CH:23]=[CH:24][CH:25]=1)[C:14]1[CH:15]=[CH:16][CH:17]=[CH:18][CH:19]=1. Given the reactants [SH:1][CH2:2][C:3]([OH:5])=[O:4].Cl[C:7]([C:20]1[CH:25]=[CH:24][CH:23]=[CH:22][CH:21]=1)([C:14]1[CH:19]=[CH:18][CH:17]=[CH:16][CH:15]=1)[C:8]1[CH:13]=[CH:12][CH:11]=[CH:10][CH:9]=1.C(N(CC)CC)C, predict the reaction product. (3) Given the reactants C(OC([N:8]1[C:12]2[CH:13]=[CH:14][CH:15]=[CH:16][C:11]=2[N:10]=[C:9]1[C:17]1[CH:22]=[C:21]([N:23]2[CH2:28][CH2:27][CH2:26][C@@H:25]([C:29]([O:31][CH2:32][CH3:33])=[O:30])[CH2:24]2)[CH:20]=[CH:19][C:18]=1[Cl:34])=O)(C)(C)C, predict the reaction product. The product is: [CH2:32]([O:31][C:29]([C@@H:25]1[CH2:26][CH2:27][CH2:28][N:23]([C:21]2[CH:20]=[CH:19][C:18]([Cl:34])=[C:17]([C:9]3[NH:8][C:12]4[CH:13]=[CH:14][CH:15]=[CH:16][C:11]=4[N:10]=3)[CH:22]=2)[CH2:24]1)=[O:30])[CH3:33]. (4) Given the reactants [OH:1][C:2]1[CH:7]=[CH:6][CH:5]=[CH:4][C:3]=1[C:8]1[CH:13]=[CH:12][N:11]=[CH:10][C:9]=1[N:14]([CH3:31])[C:15](=[O:30])[C:16]1[CH:21]=[C:20]([C:22]([F:25])([F:24])[F:23])[CH:19]=[C:18]([S:26]([CH3:29])(=[O:28])=[O:27])[CH:17]=1.C([O-])([O-])=O.[K+].[K+].[CH:38]1(Br)[CH2:41][CH2:40][CH2:39]1.C([O-])(O)=O.[Na+], predict the reaction product. The product is: [CH:38]1([O:1][C:2]2[CH:7]=[CH:6][CH:5]=[CH:4][C:3]=2[C:8]2[CH:13]=[CH:12][N:11]=[CH:10][C:9]=2[N:14]([CH3:31])[C:15](=[O:30])[C:16]2[CH:21]=[C:20]([C:22]([F:24])([F:25])[F:23])[CH:19]=[C:18]([S:26]([CH3:29])(=[O:28])=[O:27])[CH:17]=2)[CH2:41][CH2:40][CH2:39]1. (5) Given the reactants [F:1][C:2]1[CH:11]=[C:10]([CH2:12][N:13]2[CH2:19][C:18]3[CH:20]=[C:21]([O:24][CH3:25])[CH:22]=[N:23][C:17]=3[S:16][CH2:15][CH2:14]2)[CH:9]=[CH:8][C:3]=1[C:4]([O:6]C)=[O:5].[OH-].[Li+].CO.C1COCC1, predict the reaction product. The product is: [F:1][C:2]1[CH:11]=[C:10]([CH2:12][N:13]2[CH2:19][C:18]3[CH:20]=[C:21]([O:24][CH3:25])[CH:22]=[N:23][C:17]=3[S:16][CH2:15][CH2:14]2)[CH:9]=[CH:8][C:3]=1[C:4]([OH:6])=[O:5].